Dataset: Full USPTO retrosynthesis dataset with 1.9M reactions from patents (1976-2016). Task: Predict the reactants needed to synthesize the given product. (1) Given the product [OH:44][CH2:2][CH2:3][N:4]1[CH2:9][CH2:8][N:7]([CH:10]([CH:17]2[CH2:22][CH2:21][CH2:20][CH2:19][CH2:18]2)[CH:11]2[CH2:16][CH2:15][CH2:14][CH2:13][CH2:12]2)[CH2:6][CH2:5]1, predict the reactants needed to synthesize it. The reactants are: Cl[CH2:2][CH2:3][N:4]1[CH2:9][CH2:8][N:7]([CH:10]([CH:17]2[CH2:22][CH2:21][CH2:20][CH2:19][CH2:18]2)[CH:11]2[CH2:16][CH2:15][CH2:14][CH2:13][CH2:12]2)[CH2:6][CH2:5]1.C1(C(C2CCCCC2)N2CCNCC2)CCCCC1.C1[O:44]C1. (2) The reactants are: [Cl:1][C:2]1[CH:3]=[C:4]([N:10]2[CH:18]([CH:19]3[CH2:23][CH2:22][CH2:21][CH2:20]3)[CH:17]3[C:12]([C:13]4[CH:27]=[CH:26][C:25]([C:28]([OH:30])=[O:29])=[CH:24][C:14]=4[CH2:15][CH2:16]3)=[N:11]2)[CH:5]=[CH:6][C:7]=1[C:8]#[N:9].[CH2:31](O)[CH2:32][O:33][CH2:34][CH2:35][O:36][CH2:37][CH2:38][OH:39]. Given the product [Cl:1][C:2]1[CH:3]=[C:4]([N:10]2[CH:18]([CH:19]3[CH2:20][CH2:21][CH2:22][CH2:23]3)[CH:17]3[C:12]([C:13]4[CH:27]=[CH:26][C:25]([C:28]([O:30][CH2:31][CH2:32][O:33][CH2:34][CH2:35][O:36][CH2:37][CH2:38][OH:39])=[O:29])=[CH:24][C:14]=4[CH2:15][CH2:16]3)=[N:11]2)[CH:5]=[CH:6][C:7]=1[C:8]#[N:9], predict the reactants needed to synthesize it. (3) The reactants are: [CH3:1][C:2]([O:5][C:6]([NH:8][CH:9]1[CH2:14][CH2:13][N:12]([CH2:15][CH2:16][NH:17][C:18]2[C:23]([NH:24][CH2:25][C:26]([O:28]CC)=O)=[CH:22][CH:21]=[C:20]([O:31][CH3:32])[N:19]=2)[CH2:11][CH2:10]1)=[O:7])([CH3:4])[CH3:3].C(OCC)(=O)C. Given the product [CH3:32][O:31][C:20]1[CH:21]=[CH:22][C:23]2[N:24]=[CH:25][C:26](=[O:28])[N:17]([CH2:16][CH2:15][N:12]3[CH2:11][CH2:10][CH:9]([NH:8][C:6](=[O:7])[O:5][C:2]([CH3:1])([CH3:3])[CH3:4])[CH2:14][CH2:13]3)[C:18]=2[N:19]=1, predict the reactants needed to synthesize it. (4) Given the product [CH2:1]([O:3][C:4]1[CH:5]=[C:6]([C:20]2[CH:25]=[CH:24][C:23]([CH2:26][C:27]([NH:37][C:36]3[N:32]([CH3:31])[N:33]=[C:34]([C:38]([CH3:44])([CH3:43])[C:39]([F:41])([F:40])[F:42])[CH:35]=3)=[O:28])=[C:22]([F:30])[CH:21]=2)[CH:7]=[N:8][C:9]=1[O:10][CH2:11][C:12]1[CH:13]=[CH:14][C:15]([O:18][CH3:19])=[CH:16][CH:17]=1)[CH3:2], predict the reactants needed to synthesize it. The reactants are: [CH2:1]([O:3][C:4]1[CH:5]=[C:6]([C:20]2[CH:25]=[CH:24][C:23]([CH2:26][C:27](O)=[O:28])=[C:22]([F:30])[CH:21]=2)[CH:7]=[N:8][C:9]=1[O:10][CH2:11][C:12]1[CH:17]=[CH:16][C:15]([O:18][CH3:19])=[CH:14][CH:13]=1)[CH3:2].[CH3:31][N:32]1[C:36]([NH2:37])=[CH:35][C:34]([C:38]([CH3:44])([CH3:43])[C:39]([F:42])([F:41])[F:40])=[N:33]1.C(P1(=O)OP(CCC)(=O)OP(CCC)(=O)O1)CC.CC(=O)OCC. (5) Given the product [C:1]([C:5]1[CH:6]=[CH:7][C:8]([O:13][Si:23]([C:20]([CH3:22])([CH3:21])[CH3:19])([CH3:25])[CH3:24])=[C:9]([CH:12]=1)[CH:10]=[O:11])([CH3:4])([CH3:2])[CH3:3], predict the reactants needed to synthesize it. The reactants are: [C:1]([C:5]1[CH:6]=[CH:7][C:8]([OH:13])=[C:9]([CH:12]=1)[CH:10]=[O:11])([CH3:4])([CH3:3])[CH3:2].N1C=CN=C1.[CH3:19][C:20]([Si:23](Cl)([CH3:25])[CH3:24])([CH3:22])[CH3:21].